This data is from Merck oncology drug combination screen with 23,052 pairs across 39 cell lines. The task is: Regression. Given two drug SMILES strings and cell line genomic features, predict the synergy score measuring deviation from expected non-interaction effect. (1) Drug 1: Cn1nnc2c(C(N)=O)ncn2c1=O. Drug 2: CS(=O)(=O)CCNCc1ccc(-c2ccc3ncnc(Nc4ccc(OCc5cccc(F)c5)c(Cl)c4)c3c2)o1. Cell line: UWB1289BRCA1. Synergy scores: synergy=32.9. (2) Drug 1: CCN(CC)CCNC(=O)c1c(C)[nH]c(C=C2C(=O)Nc3ccc(F)cc32)c1C. Drug 2: Cn1c(=O)n(-c2ccc(C(C)(C)C#N)cc2)c2c3cc(-c4cnc5ccccc5c4)ccc3ncc21. Cell line: SKMES1. Synergy scores: synergy=20.9. (3) Drug 1: CCC1=CC2CN(C1)Cc1c([nH]c3ccccc13)C(C(=O)OC)(c1cc3c(cc1OC)N(C)C1C(O)(C(=O)OC)C(OC(C)=O)C4(CC)C=CCN5CCC31C54)C2. Drug 2: COC1CC2CCC(C)C(O)(O2)C(=O)C(=O)N2CCCCC2C(=O)OC(C(C)CC2CCC(OP(C)(C)=O)C(OC)C2)CC(=O)C(C)C=C(C)C(O)C(OC)C(=O)C(C)CC(C)C=CC=CC=C1C. Cell line: SW620. Synergy scores: synergy=12.4.